Dataset: Forward reaction prediction with 1.9M reactions from USPTO patents (1976-2016). Task: Predict the product of the given reaction. (1) Given the reactants [CH3:1][C:2]1[CH:3]=[C:4]([CH:7]=[C:8]([CH3:17])[C:9]=1[O:10]COCCOC)[CH:5]=O.[CH3:18][O:19][C:20]1[CH:21]=[C:22]([CH:26]=[CH:27][C:28]=1[O:29][CH3:30])[CH2:23][C:24]#[N:25], predict the reaction product. The product is: [CH3:18][O:19][C:20]1[CH:21]=[C:22](/[C:23](=[CH:5]/[C:4]2[CH:7]=[C:8]([CH3:17])[C:9]([OH:10])=[C:2]([CH3:1])[CH:3]=2)/[C:24]#[N:25])[CH:26]=[CH:27][C:28]=1[O:29][CH3:30]. (2) Given the reactants [F:1][C:2]([F:18])([F:17])[C:3]1[CH:8]=[CH:7][C:6]([O:9][C:10]([CH2:15][F:16])([C:13]#[CH:14])[CH2:11][F:12])=[CH:5][CH:4]=1.COC(C)(C)C.CC(C)([O-])C.[K+].[Br:31]Br, predict the reaction product. The product is: [F:1][C:2]([F:17])([F:18])[C:3]1[CH:8]=[CH:7][C:6]([O:9][C:10]([CH2:11][F:12])([C:13]#[C:14][Br:31])[CH2:15][F:16])=[CH:5][CH:4]=1. (3) The product is: [CH3:19][C:20]1[CH:24]=[CH:23][O:22][C:21]=1[C:25]([N:13]1[CH2:14][CH:15]2[CH:11]([CH2:10][N:9]([C:6]3[CH:5]=[CH:4][C:3]([C:2]([F:1])([F:17])[F:18])=[CH:8][N:7]=3)[CH2:16]2)[CH2:12]1)=[O:26]. Given the reactants [F:1][C:2]([F:18])([F:17])[C:3]1[CH:4]=[CH:5][C:6]([N:9]2[CH2:16][CH:15]3[CH:11]([CH2:12][NH:13][CH2:14]3)[CH2:10]2)=[N:7][CH:8]=1.[CH3:19][C:20]1[CH:24]=[CH:23][O:22][C:21]=1[C:25](O)=[O:26], predict the reaction product. (4) Given the reactants [CH2:1]([O:3][C:4]1[CH:5]=[C:6]([CH:11]=[C:12]([C:22]([F:28])([F:27])[C:23]([F:26])([F:25])[F:24])[C:13]=1OS(C(F)(F)F)(=O)=O)[C:7]([O:9][CH3:10])=[O:8])[CH3:2].[F:29][C:30]1[CH:35]=[CH:34][C:33](B(O)O)=[CH:32][CH:31]=1.C(=O)([O-])[O-].[Cs+].[Cs+].[Cl-].[NH4+], predict the reaction product. The product is: [CH2:1]([O:3][C:4]1[CH:5]=[C:6]([C:7]([O:9][CH3:10])=[O:8])[CH:11]=[C:12]([C:22]([F:28])([F:27])[C:23]([F:24])([F:26])[F:25])[C:13]=1[C:33]1[CH:34]=[CH:35][C:30]([F:29])=[CH:31][CH:32]=1)[CH3:2]. (5) The product is: [CH2:39]([C:20]1[C:21]2[C:26](=[CH:25][CH:24]=[CH:23][C:22]=2[NH:27][C:28]([C:30]2[N:34]3[CH:35]=[CH:36][CH:37]=[CH:38][C:33]3=[N:32][CH:31]=2)=[O:29])[N:18]([CH2:17][C:15]2[CH:14]=[CH:13][CH:12]=[C:11]([CH:8]=[O:7])[N:16]=2)[N:19]=1)[CH3:40]. Given the reactants I([O-])(=O)(=O)=O.[Na+].[OH:7][CH:8]([C:11]1[N:16]=[C:15]([CH2:17][N:18]2[C:26]3[C:21](=[C:22]([NH:27][C:28]([C:30]4[N:34]5[CH:35]=[CH:36][CH:37]=[CH:38][C:33]5=[N:32][CH:31]=4)=[O:29])[CH:23]=[CH:24][CH:25]=3)[C:20]([CH2:39][CH3:40])=[N:19]2)[CH:14]=[CH:13][CH:12]=1)CO, predict the reaction product. (6) Given the reactants O[NH:2][C:3]1[CH:8]=[CH:7][C:6]([S:9][C:10]2[CH:15]=[CH:14][C:13]([NH:16]O)=[C:12]([N:18]([C:20]([O:22][C:23]([CH3:26])([CH3:25])[CH3:24])=[O:21])[CH3:19])[CH:11]=2)=[CH:5][C:4]=1[N:27]([C:29]([O:31][C:32]([CH3:35])([CH3:34])[CH3:33])=[O:30])[CH3:28], predict the reaction product. The product is: [NH2:2][C:3]1[CH:8]=[CH:7][C:6]([S:9][C:10]2[CH:15]=[CH:14][C:13]([NH2:16])=[C:12]([N:18]([C:20]([O:22][C:23]([CH3:24])([CH3:25])[CH3:26])=[O:21])[CH3:19])[CH:11]=2)=[CH:5][C:4]=1[N:27]([C:29]([O:31][C:32]([CH3:35])([CH3:34])[CH3:33])=[O:30])[CH3:28].